Dataset: Full USPTO retrosynthesis dataset with 1.9M reactions from patents (1976-2016). Task: Predict the reactants needed to synthesize the given product. (1) Given the product [CH2:1]([O:3][CH:4]([O:8][CH2:9][CH3:10])[C:5]1[S:7][CH:13]=[C:14]([C:15]([O:17][CH2:20][CH3:21])=[O:16])[N:6]=1)[CH3:2], predict the reactants needed to synthesize it. The reactants are: [CH2:1]([O:3][CH:4]([O:8][CH2:9][CH3:10])[C:5](=[S:7])[NH2:6])[CH3:2].C([CH:13](Br)[C:14](=O)[C:15]([O-:17])=[O:16])C.[CH3:20][CH2:21]O. (2) Given the product [O:14]=[C:15]([OH:27])[C@@H:16]([C@H:18]([C@H:20]([C@@H:22]([C:24]([OH:26])=[O:25])[OH:23])[OH:21])[OH:19])[OH:17].[CH3:1][NH:2][CH2:3][CH2:4][CH2:5][O:6][C:7]1[C:8]([CH3:13])=[N:9][CH:10]=[CH:11][CH:12]=1.[CH3:1][NH:2][CH2:3][CH2:4][CH2:5][O:6][C:7]1[C:8]([CH3:13])=[N:9][CH:10]=[CH:11][CH:12]=1, predict the reactants needed to synthesize it. The reactants are: [CH3:1][NH:2][CH2:3][CH2:4][CH2:5][O:6][C:7]1[C:8]([CH3:13])=[N:9][CH:10]=[CH:11][CH:12]=1.[O:14]=[C:15]([OH:27])[C@@H:16]([C@H:18]([C@H:20]([C@@H:22]([C:24]([OH:26])=[O:25])[OH:23])[OH:21])[OH:19])[OH:17].O.